This data is from Reaction yield outcomes from USPTO patents with 853,638 reactions. The task is: Predict the reaction yield, written as a fraction of the theoretical maximum amount of product (1.0 means a 100% yield; for example, 0.34 means a 34% yield). (1) The reactants are C([O:4][C:5]1[N:10]=[C:9]([N:11]2[CH2:16][CH2:15][CH:14]([CH2:17][OH:18])[CH2:13][CH2:12]2)[N:8]=[C:7]([C:19]([O:21][CH2:22][CH3:23])=[O:20])[C:6]=1[O:24][CH2:25][C:26]1[CH:31]=[CH:30][CH:29]=[CH:28][CH:27]=1)C=C.N#N. The catalyst is C(O)CC.[Rh](Cl)(Cl)Cl. The product is [CH2:25]([O:24][C:6]1[C:5](=[O:4])[NH:10][C:9]([N:11]2[CH2:12][CH2:13][CH:14]([CH2:17][OH:18])[CH2:15][CH2:16]2)=[N:8][C:7]=1[C:19]([O:21][CH2:22][CH3:23])=[O:20])[C:26]1[CH:31]=[CH:30][CH:29]=[CH:28][CH:27]=1. The yield is 0.760. (2) The reactants are [CH3:1][O:2][C:3](=[O:30])[C@@H:4]1[CH2:8][CH:7]([O:9][C:10]2[CH:15]=[CH:14][C:13]([C:16]3[CH:21]=[CH:20][C:19](Br)=[CH:18][CH:17]=3)=[CH:12][CH:11]=2)[CH2:6][N:5]1[C:23]([O:25][C:26]([CH3:29])([CH3:28])[CH3:27])=[O:24].[CH:31]1[C:39]2[C:38]3[CH:40]=[CH:41][CH:42]=[CH:43][C:37]=3[O:36][C:35]=2[C:34](B(O)O)=[CH:33][CH:32]=1.C([O-])([O-])=O.[K+].[K+]. The catalyst is C1(C)C=CC=CC=1.C(O)C.C(OCC)(=O)C.C1C=CC([P]([Pd]([P](C2C=CC=CC=2)(C2C=CC=CC=2)C2C=CC=CC=2)([P](C2C=CC=CC=2)(C2C=CC=CC=2)C2C=CC=CC=2)[P](C2C=CC=CC=2)(C2C=CC=CC=2)C2C=CC=CC=2)(C2C=CC=CC=2)C2C=CC=CC=2)=CC=1. The product is [CH3:1][O:2][C:3](=[O:30])[C@@H:4]1[CH2:8][CH:7]([O:9][C:10]2[CH:15]=[CH:14][C:13]([C:16]3[CH:21]=[CH:20][C:19]([C:43]4[C:37]5[O:36][C:35]6[CH:34]=[CH:33][CH:32]=[CH:31][C:39]=6[C:38]=5[CH:40]=[CH:41][CH:42]=4)=[CH:18][CH:17]=3)=[CH:12][CH:11]=2)[CH2:6][N:5]1[C:23]([O:25][C:26]([CH3:29])([CH3:28])[CH3:27])=[O:24]. The yield is 0.750. (3) The reactants are [F:1][C:2]1[C:3]([N:11]2[CH2:15][CH2:14][C@H:13]([OH:16])[CH2:12]2)=[N:4][CH:5]=[C:6]([N+:8]([O-])=O)[CH:7]=1.[Cl-].[NH4+]. The catalyst is CCO.O.[Fe]. The product is [NH2:8][C:6]1[CH:7]=[C:2]([F:1])[C:3]([N:11]2[CH2:15][CH2:14][C@H:13]([OH:16])[CH2:12]2)=[N:4][CH:5]=1. The yield is 0.360.